From a dataset of Catalyst prediction with 721,799 reactions and 888 catalyst types from USPTO. Predict which catalyst facilitates the given reaction. (1) Reactant: [OH:1][CH2:2][CH:3]1[CH2:8][CH2:7][N:6]([C:9]([O:11][C:12]([CH3:15])([CH3:14])[CH3:13])=[O:10])[CH2:5][CH2:4]1.[H-].[Na+].Cl[C:19]1[CH:20]=[C:21]([CH:24]=[CH:25][N:26]=1)[C:22]#[N:23]. Product: [C:22]([C:21]1[CH:24]=[CH:25][N:26]=[C:19]([O:1][CH2:2][CH:3]2[CH2:8][CH2:7][N:6]([C:9]([O:11][C:12]([CH3:15])([CH3:14])[CH3:13])=[O:10])[CH2:5][CH2:4]2)[CH:20]=1)#[N:23]. The catalyst class is: 248. (2) Reactant: [N:1]1([CH2:7][C:8]2[CH:13]=[CH:12][C:11]([C:14]3[CH2:15][CH2:16][C@@H:17]([C:19]([OH:21])=[O:20])[N:18]=3)=[CH:10][CH:9]=2)[CH2:6][CH2:5][O:4][CH2:3][CH2:2]1. Product: [N:1]1([CH2:7][C:8]2[CH:9]=[CH:10][C:11]([C@@H:14]3[NH:18][C@H:17]([C:19]([OH:21])=[O:20])[CH2:16][CH2:15]3)=[CH:12][CH:13]=2)[CH2:6][CH2:5][O:4][CH2:3][CH2:2]1. The catalyst class is: 810. (3) Reactant: [Cl:1][C:2]1[C:7]([CH2:8][OH:9])=[CH:6][CH:5]=[C:4]([C:10]([F:13])([F:12])[F:11])[N:3]=1.C1C=C[NH+]=CC=1.[O-][Cr](Cl)(=O)=O. Product: [Cl:1][C:2]1[N:3]=[C:4]([C:10]([F:13])([F:11])[F:12])[CH:5]=[CH:6][C:7]=1[CH:8]=[O:9]. The catalyst class is: 2. (4) Reactant: [Br:1][C:2]1[CH:7]=[CH:6][C:5]([OH:8])=[CH:4][CH:3]=1.C(=O)([O-])[O-].[K+].[K+].Br[C:16]1[CH:21]=[CH:20][CH:19]=[CH:18][C:17]=1[CH2:22][O:23][CH2:24][CH3:25].O. Product: [CH2:22]([O:23][CH2:24][CH2:25][O:8][C:5]1[CH:6]=[CH:7][C:2]([Br:1])=[CH:3][CH:4]=1)[C:17]1[CH:18]=[CH:19][CH:20]=[CH:21][CH:16]=1. The catalyst class is: 311. (5) Reactant: C([NH:8][C@H:9]1[CH2:14][CH2:13][N:12]([C:15]([O:17][C:18]([CH3:21])([CH3:20])[CH3:19])=[O:16])[CH2:11][C@H:10]1[O:22][CH:23]([CH3:25])[CH3:24])C1C=CC=CC=1. Product: [NH2:8][C@H:9]1[CH2:14][CH2:13][N:12]([C:15]([O:17][C:18]([CH3:19])([CH3:20])[CH3:21])=[O:16])[CH2:11][C@H:10]1[O:22][CH:23]([CH3:25])[CH3:24]. The catalyst class is: 293. (6) Reactant: [Cl:1][CH2:2][CH2:3][OH:4].C([N-]C(C)C)(C)C.[Li+].[Br:13][C:14]1[CH:21]=[C:20](F)[C:19]([N+:23]([O-:25])=[O:24])=[CH:18][C:15]=1[C:16]#[N:17].O. Product: [Br:13][C:14]1[CH:21]=[C:20]([O:4][CH2:3][CH2:2][Cl:1])[C:19]([N+:23]([O-:25])=[O:24])=[CH:18][C:15]=1[C:16]#[N:17]. The catalyst class is: 1.